Dataset: Full USPTO retrosynthesis dataset with 1.9M reactions from patents (1976-2016). Task: Predict the reactants needed to synthesize the given product. (1) Given the product [NH2:1][C:2]1[C:7]([C:8]([NH2:10])=[O:9])=[C:6]([N:11]2[CH2:16][CH2:15][CH:14]([C:17]3[N:18]([CH2:33][CH2:66][N:67]([CH2:69][CH2:70][O:71][CH3:72])[CH3:68])[CH:19]=[C:20]([C:22]4[CH:27]=[CH:26][C:25]([F:28])=[C:24]([C:29]([F:32])([F:31])[F:30])[CH:23]=4)[N:21]=3)[CH2:13][CH2:12]2)[N:5]=[CH:4][N:3]=1, predict the reactants needed to synthesize it. The reactants are: [NH2:1][C:2]1[C:7]([C:8]([NH2:10])=[O:9])=[C:6]([N:11]2[CH2:16][CH2:15][CH:14]([C:17]3[N:18]([CH3:33])[CH:19]=[C:20]([C:22]4[CH:27]=[CH:26][C:25]([F:28])=[C:24]([C:29]([F:32])([F:31])[F:30])[CH:23]=4)[N:21]=3)[CH2:13][CH2:12]2)[N:5]=[CH:4][N:3]=1.NC1C(C#N)=C(N2CCC(C3N(C[CH2:66][N:67]([CH2:69][CH2:70][O:71][CH3:72])[CH3:68])C=C(C4C=CC(F)=C(C(F)(F)F)C=4)N=3)CC2)N=CN=1. (2) Given the product [Cl:15][C:16]1[CH:23]=[C:22]([C:24]2[CH:25]=[CH:26][CH:27]=[CH:28][CH:29]=2)[CH:21]=[CH:20][C:17]=1[CH2:18][N:10]1[C:9]([CH3:14])=[C:8]2[C:12]([CH:13]=[C:5]([C:3]([O:2][CH3:1])=[O:4])[CH:6]=[CH:7]2)=[N:11]1, predict the reactants needed to synthesize it. The reactants are: [CH3:1][O:2][C:3]([C:5]1[CH:13]=[C:12]2[C:8]([C:9]([CH3:14])=[N:10][NH:11]2)=[CH:7][CH:6]=1)=[O:4].[Cl:15][C:16]1[CH:23]=[C:22]([C:24]2[CH:29]=[CH:28][CH:27]=[CH:26][CH:25]=2)[CH:21]=[CH:20][C:17]=1[CH2:18]Br.C(=O)([O-])[O-].[K+].[K+].C(OCC)(=O)C.